From a dataset of Reaction yield outcomes from USPTO patents with 853,638 reactions. Predict the reaction yield, written as a fraction of the theoretical maximum amount of product (1.0 means a 100% yield; for example, 0.34 means a 34% yield). (1) The reactants are [CH:1]1([C:5]2[CH:6]=[C:7]3[C:12](=[CH:13][CH:14]=2)[N:11]=[CH:10][N:9]=[C:8]3OC2C=CC=CC=2)[CH2:4][CH2:3][CH2:2]1.[O:22]([C:29]1[CH:35]=[CH:34][C:32]([NH2:33])=[CH:31][CH:30]=1)[C:23]1[CH:28]=[CH:27][CH:26]=[CH:25][CH:24]=1. The catalyst is C1(O)C=CC=CC=1. The product is [CH:1]1([C:5]2[CH:6]=[C:7]3[C:12](=[CH:13][CH:14]=2)[N:11]=[CH:10][N:9]=[C:8]3[NH:33][C:32]2[CH:31]=[CH:30][C:29]([O:22][C:23]3[CH:28]=[CH:27][CH:26]=[CH:25][CH:24]=3)=[CH:35][CH:34]=2)[CH2:2][CH2:3][CH2:4]1. The yield is 0.300. (2) The reactants are [Si]([O:18][CH:19]1[CH2:22][N:21]([C:23]2[S:24][CH:25]=[C:26]([CH2:28][N:29]3[C:33](=[O:34])[CH2:32][CH2:31][C:30]3=[O:35])[N:27]=2)[CH2:20]1)(C(C)(C)C)(C1C=CC=CC=1)C1C=CC=CC=1.[F-].C([N+](CCCC)(CCCC)CCCC)CCC. The catalyst is O1CCCC1. The product is [OH:18][CH:19]1[CH2:22][N:21]([C:23]2[S:24][CH:25]=[C:26]([CH2:28][N:29]3[C:33](=[O:34])[CH2:32][CH2:31][C:30]3=[O:35])[N:27]=2)[CH2:20]1. The yield is 0.490.